Dataset: Reaction yield outcomes from USPTO patents with 853,638 reactions. Task: Predict the reaction yield, written as a fraction of the theoretical maximum amount of product (1.0 means a 100% yield; for example, 0.34 means a 34% yield). (1) The reactants are C(O[C:6]([N:8]1[CH2:13][CH2:12][N:11]([C:14]2[C:19]([N+:20]([O-:22])=[O:21])=[CH:18][CH:17]=[CH:16][C:15]=2[N+:23]([O-:25])=[O:24])[CH2:10][CH2:9]1)=O)(C)(C)C.FC(F)(F)C(O)=O.[CH3:33][S:34]([N:37]1[CH2:42][CH2:41][C:40]2[N:43]([CH2:56][CH:57]3C[O:58]3)[N:44]=[C:45]([C:46]3[CH:51]=[CH:50][C:49]([C:52]([F:55])([F:54])[F:53])=[CH:48][CH:47]=3)[C:39]=2[CH2:38]1)(=[O:36])=[O:35]. The catalyst is C(Cl)Cl. The product is [N+:23]([C:15]1[CH:16]=[CH:17][CH:18]=[C:19]([N+:20]([O-:22])=[O:21])[C:14]=1[N:11]1[CH2:10][CH2:9][N:8]([CH2:6][CH:57]([OH:58])[CH2:56][N:43]2[C:40]3[CH2:41][CH2:42][N:37]([S:34]([CH3:33])(=[O:36])=[O:35])[CH2:38][C:39]=3[C:45]([C:46]3[CH:51]=[CH:50][C:49]([C:52]([F:54])([F:55])[F:53])=[CH:48][CH:47]=3)=[N:44]2)[CH2:13][CH2:12]1)([O-:25])=[O:24]. The yield is 0.850. (2) The catalyst is CN(C=O)C.O. The reactants are [F:1][C:2]([F:22])([F:21])[O:3][C:4]1[CH:5]=[C:6]([C:10]2[CH:11]=[CH:12][C:13]3[N:14]=[CH:15][N:16]=[C:17]([NH2:20])[C:18]=3[N:19]=2)[CH:7]=[CH:8][CH:9]=1.CN(C(ON1N=NC2C=CC=NC1=2)=[N+](C)C)C.F[P-](F)(F)(F)(F)F.[N:47]1[CH:52]=[CH:51][CH:50]=[CH:49][C:48]=1[C:53](O)=[O:54].CCN(C(C)C)C(C)C. The product is [F:22][C:2]([F:1])([F:21])[O:3][C:4]1[CH:5]=[C:6]([C:10]2[CH:11]=[CH:12][C:13]3[N:14]=[CH:15][N:16]=[C:17]([NH:20][C:53](=[O:54])[C:48]4[CH:49]=[CH:50][CH:51]=[CH:52][N:47]=4)[C:18]=3[N:19]=2)[CH:7]=[CH:8][CH:9]=1. The yield is 0.850.